Dataset: Full USPTO retrosynthesis dataset with 1.9M reactions from patents (1976-2016). Task: Predict the reactants needed to synthesize the given product. (1) Given the product [ClH:1].[CH3:10][C:5]1[C:6]([NH:8][CH3:9])=[N:7][C:2]([NH:11][C@@H:12]2[CH2:13][CH2:14][C@H:15]([NH:18][C:19](=[O:34])[C:20]3[CH:25]=[C:24]([C:26]([F:28])([F:29])[F:27])[CH:23]=[C:22]([C:30]([F:31])([F:32])[F:33])[CH:21]=3)[CH2:16][CH2:17]2)=[N:3][CH:4]=1, predict the reactants needed to synthesize it. The reactants are: [Cl:1][C:2]1[N:7]=[C:6]([NH:8][CH3:9])[C:5]([CH3:10])=[CH:4][N:3]=1.[NH2:11][C@@H:12]1[CH2:17][CH2:16][C@H:15]([NH:18][C:19](=[O:34])[C:20]2[CH:25]=[C:24]([C:26]([F:29])([F:28])[F:27])[CH:23]=[C:22]([C:30]([F:33])([F:32])[F:31])[CH:21]=2)[CH2:14][CH2:13]1.CCN(C(C)C)C(C)C.Cl.C(OCC)C. (2) Given the product [NH2:1][C:4]1[CH:5]=[N:6][C:7]2[C:12]([C:13]=1[NH:14][CH2:15][CH2:16][CH2:17][CH2:18][CH2:19][C:20]([O:22][CH2:23][CH3:24])=[O:21])=[CH:11][CH:10]=[CH:9][CH:8]=2, predict the reactants needed to synthesize it. The reactants are: [N+:1]([C:4]1[CH:5]=[N:6][C:7]2[C:12]([C:13]=1[NH:14][CH2:15][CH2:16][CH2:17][CH2:18][CH2:19][C:20]([O:22][CH2:23][CH3:24])=[O:21])=[CH:11][CH:10]=[CH:9][CH:8]=2)([O-])=O.[H][H]. (3) Given the product [CH:32]1([CH2:38][NH:1][C:2]2[CH:7]=[C:6]([C:8]([F:11])([F:9])[F:10])[CH:5]=[CH:4][C:3]=2[C:12]2[N:17]=[CH:16][N:15]=[C:14]([O:18][C:19]3[C:24]4[N:25]=[C:26]([NH:28][C:29](=[O:31])[CH3:30])[S:27][C:23]=4[CH:22]=[CH:21][CH:20]=3)[CH:13]=2)[CH2:37][CH2:36][CH2:35][CH2:34][CH2:33]1, predict the reactants needed to synthesize it. The reactants are: [NH2:1][C:2]1[CH:7]=[C:6]([C:8]([F:11])([F:10])[F:9])[CH:5]=[CH:4][C:3]=1[C:12]1[N:17]=[CH:16][N:15]=[C:14]([O:18][C:19]2[C:24]3[N:25]=[C:26]([NH:28][C:29](=[O:31])[CH3:30])[S:27][C:23]=3[CH:22]=[CH:21][CH:20]=2)[CH:13]=1.[CH:32]1([CH:38]=O)[CH2:37][CH2:36][CH2:35][CH2:34][CH2:33]1.C(O[BH-](OC(=O)C)OC(=O)C)(=O)C.[Na+].O. (4) Given the product [N:16]1[CH:17]=[CH:22][CH:21]=[CH:20][C:19]=1[C:9]1[CH:8]=[C:7]([CH:12]=[CH:11][CH:10]=1)[NH2:6], predict the reactants needed to synthesize it. The reactants are: S(O)(O)(=O)=O.[NH2:6][C:7]1[CH:8]=[C:9](B(O)O)[CH:10]=[CH:11][CH:12]=1.[NH2:16][C:17]1C=[C:19](B(O)O)[CH:20]=[CH:21][CH:22]=1.BrC1C=CC=CN=1.C([O-])([O-])=O.[K+].[K+]. (5) Given the product [NH2:14][N:15]1[CH2:12][C@@H:10]([CH2:9][O:8][CH2:1][C:2]2[CH:3]=[CH:4][CH:5]=[CH:6][CH:7]=2)[O:11][C:19]1=[O:26], predict the reactants needed to synthesize it. The reactants are: [CH2:1]([O:8][CH2:9][C@@H:10]1[CH2:12][O:11]1)[C:2]1[CH:7]=[CH:6][CH:5]=[CH:4][CH:3]=1.O.[NH2:14][NH2:15].C[O-].[Na+].[C:19](=[O:26])(OCC)OCC. (6) Given the product [C:1]([N:4]1[CH2:9][CH2:8][CH:7]([C:10]([N:12]2[CH2:17][CH2:16][C@@H:15]([N:18]([CH3:29])[C:19](=[O:28])[C:20]3[CH:25]=[CH:24][C:23]([O:26][CH3:27])=[CH:22][CH:21]=3)[C@H:14]([C:30]3[CH:35]=[CH:34][C:33]([CH:37]4[CH2:39][CH2:38]4)=[CH:32][CH:31]=3)[CH2:13]2)=[O:11])[CH2:6][CH2:5]1)(=[O:3])[CH3:2], predict the reactants needed to synthesize it. The reactants are: [C:1]([N:4]1[CH2:9][CH2:8][CH:7]([C:10]([N:12]2[CH2:17][CH2:16][C@@H:15]([N:18]([CH3:29])[C:19](=[O:28])[C:20]3[CH:25]=[CH:24][C:23]([O:26][CH3:27])=[CH:22][CH:21]=3)[C@H:14]([C:30]3[CH:35]=[CH:34][C:33](Br)=[CH:32][CH:31]=3)[CH2:13]2)=[O:11])[CH2:6][CH2:5]1)(=[O:3])[CH3:2].[CH:37]1(B(O)O)[CH2:39][CH2:38]1.